Dataset: Reaction yield outcomes from USPTO patents with 853,638 reactions. Task: Predict the reaction yield, written as a fraction of the theoretical maximum amount of product (1.0 means a 100% yield; for example, 0.34 means a 34% yield). The reactants are [CH:1]1[C:13]2[NH:12][C:11]3[C:6](=[CH:7][CH:8]=[CH:9][CH:10]=3)[C:5]=2[CH:4]=[CH:3][CH:2]=1.[H-].[Na+].Cl[CH2:17][CH2:18][O:19][CH2:20][CH2:21][O:22][CH3:23]. The catalyst is CN(C=O)C. The product is [CH3:23][O:22][CH2:21][CH2:20][O:19][CH2:18][CH2:17][N:12]1[C:11]2[CH:10]=[CH:9][CH:8]=[CH:7][C:6]=2[C:5]2[C:13]1=[CH:1][CH:2]=[CH:3][CH:4]=2. The yield is 0.830.